Dataset: Merck oncology drug combination screen with 23,052 pairs across 39 cell lines. Task: Regression. Given two drug SMILES strings and cell line genomic features, predict the synergy score measuring deviation from expected non-interaction effect. (1) Drug 1: CCC1(O)C(=O)OCc2c1cc1n(c2=O)Cc2cc3c(CN(C)C)c(O)ccc3nc2-1. Drug 2: CCc1cnn2c(NCc3ccc[n+]([O-])c3)cc(N3CCCCC3CCO)nc12. Cell line: ZR751. Synergy scores: synergy=3.96. (2) Drug 1: CN1C(=O)C=CC2(C)C3CCC4(C)C(NC(=O)OCC(F)(F)F)CCC4C3CCC12. Drug 2: CCN(CC)CCNC(=O)c1c(C)[nH]c(C=C2C(=O)Nc3ccc(F)cc32)c1C. Cell line: MSTO. Synergy scores: synergy=6.71.